From a dataset of Forward reaction prediction with 1.9M reactions from USPTO patents (1976-2016). Predict the product of the given reaction. (1) The product is: [C:1]1([C:7]2[C:11]([C:12]3[CH:13]=[CH:14][CH:15]=[CH:16][CH:17]=3)=[C:10]([S:18][CH2:20][C:21]#[N:22])[NH:9][N:8]=2)[CH:2]=[CH:3][CH:4]=[CH:5][CH:6]=1. Given the reactants [C:1]1([C:7]2[CH:11]([C:12]3[CH:17]=[CH:16][CH:15]=[CH:14][CH:13]=3)[C:10](=[S:18])[NH:9][N:8]=2)[CH:6]=[CH:5][CH:4]=[CH:3][CH:2]=1.Br[CH2:20][C:21]#[N:22].C([O-])([O-])=O.[K+].[K+], predict the reaction product. (2) Given the reactants [C:1]([CH2:3][NH:4][C:5]([CH:7]([NH:12][C:13]1[N:18]=[CH:17][C:16]([C:19]2[CH:24]=[CH:23][C:22]([N:25]3[CH2:30][CH2:29][N:28](C(OC(C)(C)C)=O)[CH2:27][CH2:26]3)=[CH:21][CH:20]=2)=[CH:15][N:14]=1)[CH2:8][CH:9]([CH3:11])[CH3:10])=[O:6])#[N:2].CS(O)(=O)=O.C([O-])(O)=O.[Na+], predict the reaction product. The product is: [C:1]([CH2:3][NH:4][C:5](=[O:6])[CH:7]([NH:12][C:13]1[N:18]=[CH:17][C:16]([C:19]2[CH:24]=[CH:23][C:22]([N:25]3[CH2:26][CH2:27][NH:28][CH2:29][CH2:30]3)=[CH:21][CH:20]=2)=[CH:15][N:14]=1)[CH2:8][CH:9]([CH3:11])[CH3:10])#[N:2]. (3) Given the reactants [CH:1]1[C:14]2[C:5](=[N:6][C:7]3[C:12]([C:13]=2[NH:15][CH:16]([CH2:25]C)[CH2:17][CH2:18][CH2:19][N:20]([CH2:23]C)[CH2:21]C)=[CH:11][CH:10]=[CH:9][CH:8]=3)[CH:4]=[CH:3][CH:2]=1.ClC1C2C(N=C3C=1C=CC=C3)=CC=CC=2.Cl.Cl.CN(C)CCCC(N)C.C1(O)C=CC=CC=1.C(N(CC)CC)C, predict the reaction product. The product is: [CH:11]1[C:12]2[C:7](=[N:6][C:5]3[C:14]([C:13]=2[NH:15][CH:16]([CH3:25])[CH2:17][CH2:18][CH2:19][N:20]([CH3:23])[CH3:21])=[CH:1][CH:2]=[CH:3][CH:4]=3)[CH:8]=[CH:9][CH:10]=1.